This data is from Full USPTO retrosynthesis dataset with 1.9M reactions from patents (1976-2016). The task is: Predict the reactants needed to synthesize the given product. (1) The reactants are: [C:1]([C:3]1[CH:4]=[C:5]([CH:9]=[C:10]([O:14][C:15]([F:18])([F:17])[F:16])[C:11]=1[O:12][CH3:13])[C:6](O)=[O:7])#[N:2].C1(C)C=CC=CC=1.S(Cl)([Cl:28])=O. Given the product [C:1]([C:3]1[CH:4]=[C:5]([CH:9]=[C:10]([O:14][C:15]([F:18])([F:17])[F:16])[C:11]=1[O:12][CH3:13])[C:6]([Cl:28])=[O:7])#[N:2], predict the reactants needed to synthesize it. (2) Given the product [N+:5]([C:8]1[CH:13]=[CH:12][CH:11]=[C:10]2[C:9]=1[N:15]=[CH:1][CH:3]=[N:14]2)([O-:7])=[O:6], predict the reactants needed to synthesize it. The reactants are: [CH:1]([CH:3]=O)=O.[N+:5]([C:8]1[CH:13]=[CH:12][CH:11]=[C:10]([NH2:14])[C:9]=1[NH2:15])([O-:7])=[O:6].O. (3) The reactants are: C([O:5][CH2:6][CH2:7][CH:8]1[CH2:14][N:13]([C:15]2[CH:22]=[CH:21][C:18]([C:19]#[N:20])=[CH:17][CH:16]=2)[C:12]2[CH:23]=[C:24]([C:27]3[CH:28]=[N:29][N:30]([CH3:32])[CH:31]=3)[CH:25]=[CH:26][C:11]=2[C:10]2[C:33]([CH3:36])=[N:34][O:35][C:9]1=2)(C)(C)C.C(C1C=CC(N2CC(CC(OC(C)(C)C)=O)C3ON=C(C)C=3C3C=CC(C4C=NN(C)C=4)=CC2=3)=CC=1)#[N:38].C(O)(C(F)(F)F)=O.[Cl-].[NH4+].C(N(CC)C(C)C)(C)C.CCOC(C(C#N)=NOC(N1CCOCC1)=[N+](C)C)=O.F[P-](F)(F)(F)(F)F. Given the product [C:19]([C:18]1[CH:21]=[CH:22][C:15]([N:13]2[CH2:14][CH:8]([CH2:7][C:6]([NH2:38])=[O:5])[C:9]3[O:35][N:34]=[C:33]([CH3:36])[C:10]=3[C:11]3[CH:26]=[CH:25][C:24]([C:27]4[CH:28]=[N:29][N:30]([CH3:32])[CH:31]=4)=[CH:23][C:12]2=3)=[CH:16][CH:17]=1)#[N:20], predict the reactants needed to synthesize it.